This data is from Forward reaction prediction with 1.9M reactions from USPTO patents (1976-2016). The task is: Predict the product of the given reaction. (1) The product is: [ClH:1].[Cl:1][C:2]1[C:11]2[C:6](=[CH:7][C:8]([S:12]([NH:15][C:16]3([C:21]([N:28]4[CH2:33][CH2:32][O:31][CH2:30][CH2:29]4)=[O:22])[CH2:17][CH2:18][CH2:19][CH2:20]3)(=[O:13])=[O:14])=[CH:9][CH:10]=2)[C:5]([NH:24][C:25]([NH2:27])=[NH:26])=[N:4][CH:3]=1. Given the reactants [Cl:1][C:2]1[C:11]2[C:6](=[CH:7][C:8]([S:12]([NH:15][C:16]3([C:21](Cl)=[O:22])[CH2:20][CH2:19][CH2:18][CH2:17]3)(=[O:14])=[O:13])=[CH:9][CH:10]=2)[C:5]([NH:24][C:25]([NH2:27])=[NH:26])=[N:4][CH:3]=1.[NH:28]1[CH2:33][CH2:32][O:31][CH2:30][CH2:29]1, predict the reaction product. (2) Given the reactants [NH2:1][C:2]1[CH:7]=[CH:6][CH:5]=[CH:4][N:3]=1.[Cl:8]C1C=CC=C(C(OO)=[O:16])C=1.C(OCC)C.Cl, predict the reaction product. The product is: [ClH:8].[NH2:1][C:2]1[CH:7]=[CH:6][CH:5]=[CH:4][N+:3]=1[O-:16]. (3) Given the reactants [C:1]([C:3](=[C:7]([C:14]1[CH:19]=[CH:18][CH:17]=[CH:16][CH:15]=1)[C:8]1[CH:13]=[CH:12][CH:11]=[CH:10][CH:9]=1)[C:4](O)=[O:5])#[N:2].C(Cl)(=O)C([Cl:23])=O, predict the reaction product. The product is: [C:1]([C:3](=[C:7]([C:14]1[CH:19]=[CH:18][CH:17]=[CH:16][CH:15]=1)[C:8]1[CH:13]=[CH:12][CH:11]=[CH:10][CH:9]=1)[C:4]([Cl:23])=[O:5])#[N:2].